From a dataset of Catalyst prediction with 721,799 reactions and 888 catalyst types from USPTO. Predict which catalyst facilitates the given reaction. (1) Reactant: [OH:1][C:2]1[CH:7]=[C:6]([O:8][CH2:9][CH2:10][O:11][CH3:12])[CH:5]=[CH:4][C:3]=1/[CH:13]=[CH:14]/[C:15]([O:17][CH2:18][CH3:19])=[O:16].C(=O)([O-])[O-].[K+].[K+].F[C:27]1[CH:32]=[CH:31][C:30]([N+:33]([O-:35])=[O:34])=[CH:29][CH:28]=1.Cl. Product: [CH3:12][O:11][CH2:10][CH2:9][O:8][C:6]1[CH:5]=[CH:4][C:3](/[CH:13]=[CH:14]/[C:15]([O:17][CH2:18][CH3:19])=[O:16])=[C:2]([O:1][C:27]2[CH:32]=[CH:31][C:30]([N+:33]([O-:35])=[O:34])=[CH:29][CH:28]=2)[CH:7]=1. The catalyst class is: 9. (2) Reactant: [OH:1][C:2]1[C:11]2[C:6](=[CH:7][CH:8]=[CH:9][CH:10]=2)[C:5]([C:12]2[C:20]3[C:15](=[CH:16][CH:17]=[CH:18][CH:19]=3)[N:14]([CH2:21][C:22]([O:24]C(C)(C)C)=[O:23])[C:13]=2[CH3:29])=[N:4][N:3]=1.C(=O)([O-])[O-].[K+].[K+].Br[CH:37]1[CH2:41][CH2:40][CH2:39][CH2:38]1. Product: [CH:37]1([N:3]2[C:2](=[O:1])[C:11]3[C:6](=[CH:7][CH:8]=[CH:9][CH:10]=3)[C:5]([C:12]3[C:20]4[C:15](=[CH:16][CH:17]=[CH:18][CH:19]=4)[N:14]([CH2:21][C:22]([OH:24])=[O:23])[C:13]=3[CH3:29])=[N:4]2)[CH2:41][CH2:40][CH2:39][CH2:38]1. The catalyst class is: 37. (3) Reactant: [F:1][C:2]1[CH:9]=[CH:8][C:7]([O:10][CH3:11])=[CH:6][C:3]=1[CH:4]=[O:5].O[CH2:13][CH2:14][C:15]1[C:23]2[C:18](=[CH:19][CH:20]=[CH:21][CH:22]=2)[NH:17][CH:16]=1.FC(F)(F)C(O)=O. Product: [F:1][C:2]1[CH:9]=[CH:8][C:7]([O:10][CH3:11])=[CH:6][C:3]=1[CH:4]1[C:16]2[NH:17][C:18]3[C:23]([C:15]=2[CH2:14][CH2:13][O:5]1)=[CH:22][CH:21]=[CH:20][CH:19]=3. The catalyst class is: 4. (4) Reactant: [O:1]1[CH2:6][CH2:5][N:4]([C:7]2[CH:13]=[CH:12][C:10]([NH2:11])=[CH:9][CH:8]=2)[CH2:3][CH2:2]1.C(N(CC)CC)C.[Cl-].ClC1N(C)CC[NH+]1C.[CH3:30][O:31][C:32]1[C:33](=[O:56])[C:34]([CH3:55])=[C:35]([CH2:41][C:42]2[CH:43]=[CH:44][C:45]([O:51][C:52](=[O:54])[CH3:53])=[C:46]([CH:50]=2)[C:47](O)=[O:48])[C:36](=[O:40])[C:37]=1[O:38][CH3:39]. Product: [CH3:30][O:31][C:32]1[C:33](=[O:56])[C:34]([CH3:55])=[C:35]([CH2:41][C:42]2[CH:43]=[CH:44][C:45]([O:51][C:52](=[O:54])[CH3:53])=[C:46]([CH:50]=2)[C:47]([NH:11][C:10]2[CH:12]=[CH:13][C:7]([N:4]3[CH2:3][CH2:2][O:1][CH2:6][CH2:5]3)=[CH:8][CH:9]=2)=[O:48])[C:36](=[O:40])[C:37]=1[O:38][CH3:39]. The catalyst class is: 2.